Dataset: Forward reaction prediction with 1.9M reactions from USPTO patents (1976-2016). Task: Predict the product of the given reaction. Given the reactants Br[C:2]1[CH:6]=[C:5]([C:7]([NH:10][C:11](=[O:13])[CH3:12])([CH3:9])[CH3:8])[N:4]([CH3:14])[N:3]=1.N.O[C@H]1C[NH:20][C@H](C(O)=O)C1.C(=O)([O-])[O-].[K+].[K+], predict the reaction product. The product is: [NH2:20][C:2]1[CH:6]=[C:5]([C:7]([NH:10][C:11](=[O:13])[CH3:12])([CH3:9])[CH3:8])[N:4]([CH3:14])[N:3]=1.